Dataset: Forward reaction prediction with 1.9M reactions from USPTO patents (1976-2016). Task: Predict the product of the given reaction. (1) Given the reactants [Cl:1][C:2]1[N:10]=[C:9]2[C:5]([N:6]=[CH:7][N:8]2[C@@H:11]2[CH2:15][C@H:14]([NH:16][C:17](=[O:20])[CH2:18][CH3:19])[C@@H:13]([OH:21])[C@H:12]2[OH:22])=[C:4](Cl)[N:3]=1.C(NC(C)C)(C)C.[C:31]1([CH:37]([C:40]2[CH:45]=[CH:44][CH:43]=[CH:42][CH:41]=2)[CH2:38][NH2:39])[CH:36]=[CH:35][CH:34]=[CH:33][CH:32]=1, predict the reaction product. The product is: [Cl:1][C:2]1[N:10]=[C:9]2[C:5]([N:6]=[CH:7][N:8]2[C@@H:11]2[CH2:15][C@H:14]([NH:16][C:17](=[O:20])[CH2:18][CH3:19])[C@@H:13]([OH:21])[C@H:12]2[OH:22])=[C:4]([NH:39][CH2:38][CH:37]([C:31]2[CH:36]=[CH:35][CH:34]=[CH:33][CH:32]=2)[C:40]2[CH:45]=[CH:44][CH:43]=[CH:42][CH:41]=2)[N:3]=1. (2) Given the reactants [O:1]([C:8]1[N:13]=[C:12]([CH2:14][O:15][C:16]2[CH:21]=[CH:20][C:19]([CH:22]=[CH:23][C:24]([O:26]CC)=O)=[CH:18][CH:17]=2)[CH:11]=[CH:10][CH:9]=1)[C:2]1[CH:7]=[CH:6][CH:5]=[CH:4][CH:3]=1.C(O)(=O)CC(CC(O)=O)(C(O)=O)O.[NH2:42][OH:43], predict the reaction product. The product is: [O:1]([C:8]1[N:13]=[C:12]([CH2:14][O:15][C:16]2[CH:21]=[CH:20][C:19]([C:22]3[O:43][N:42]=[C:24]([OH:26])[CH:23]=3)=[CH:18][CH:17]=2)[CH:11]=[CH:10][CH:9]=1)[C:2]1[CH:7]=[CH:6][CH:5]=[CH:4][CH:3]=1. (3) Given the reactants [F:1][C:2]1[CH:3]=[N:4][C:5]([NH:8][C:9]2[S:10][C:11]3[CH2:17][CH2:16][N:15]([CH2:18][CH:19]4[CH2:24][CH2:23][N:22](C(OC(C)(C)C)=O)[CH2:21][CH2:20]4)[C:14]4=[N:32][N:33](CC5C=CC(OC)=CC=5)[CH:34]=[C:13]4[C:12]=3[N:44]=2)=[N:6][CH:7]=1, predict the reaction product. The product is: [F:1][C:2]1[CH:3]=[N:4][C:5]([NH:8][C:9]2[S:10][C:11]3[CH2:17][CH2:16][N:15]([CH2:18][CH:19]4[CH2:24][CH2:23][NH:22][CH2:21][CH2:20]4)[C:14]4[NH:32][N:33]=[CH:34][C:13]=4[C:12]=3[N:44]=2)=[N:6][CH:7]=1. (4) Given the reactants [O:1]=[C:2]1[N:6]([CH2:7][C:8]([O:10]C(C)(C)C)=[O:9])[C:5]2[CH:15]=[CH:16][CH:17]=[CH:18][C:4]=2[N:3]1[C:19]1[CH:24]=[CH:23][CH:22]=[CH:21][N:20]=1.Cl, predict the reaction product. The product is: [O:1]=[C:2]1[N:6]([CH2:7][C:8]([OH:10])=[O:9])[C:5]2[CH:15]=[CH:16][CH:17]=[CH:18][C:4]=2[N:3]1[C:19]1[CH:24]=[CH:23][CH:22]=[CH:21][N:20]=1. (5) Given the reactants [CH3:1][O:2][C:3]1[CH:4]=[C:5]([CH:36]=[CH:37][C:38]=1[O:39][CH3:40])[O:6][CH2:7][CH2:8][N:9]1[CH2:14][CH2:13][N:12]([C:15](=O)[CH2:16][CH2:17][CH2:18][CH2:19][CH:20]([C:28]2[CH:33]=[CH:32][C:31]([F:34])=[CH:30][CH:29]=2)[C:21]2[CH:26]=[CH:25][C:24]([F:27])=[CH:23][CH:22]=2)[CH2:11][CH2:10]1.[H-].[H-].[H-].[H-].[Li+].[Al+3].N#N.CCOC(C)=O, predict the reaction product. The product is: [F:34][C:31]1[CH:32]=[CH:33][C:28]([CH:20]([C:21]2[CH:22]=[CH:23][C:24]([F:27])=[CH:25][CH:26]=2)[CH2:19][CH2:18][CH2:17][CH2:16][CH2:15][N:12]2[CH2:11][CH2:10][N:9]([CH2:8][CH2:7][O:6][C:5]3[CH:36]=[CH:37][C:38]([O:39][CH3:40])=[C:3]([O:2][CH3:1])[CH:4]=3)[CH2:14][CH2:13]2)=[CH:29][CH:30]=1. (6) Given the reactants [CH3:1][C:2]1[S:3][C:4]2[CH2:18][C@@:17]3([CH3:19])[C@H:8]([C@@H:9]([OH:26])[C@H:10]([OH:25])[C@@H:11]4[C@@H:16]3[CH2:15][CH2:14][C@:13]3([CH3:24])[C:20](=[CH2:23])[CH2:21][CH2:22][C@@H:12]43)[CH2:7][C:5]=2[N:6]=1, predict the reaction product. The product is: [CH:10]([C@@H:11]1[C@@H:16]([C@:17]2([CH3:19])[C@@H:8]([CH:9]=[O:26])[CH2:7][C:5]3[N:6]=[C:2]([CH3:1])[S:3][C:4]=3[CH2:18]2)[CH2:15][CH2:14][C@@:13]2([CH3:24])[C@H:12]1[CH2:22][CH2:21][C:20]2=[CH2:23])=[O:25]. (7) Given the reactants [C:1]([CH2:3][CH:4]([OH:20])[CH2:5][N:6]1[CH2:12][CH2:11][CH2:10][N:9]([C:13]([O:15][C:16]([CH3:19])([CH3:18])[CH3:17])=[O:14])[CH2:8][CH2:7]1)#[N:2].C(N(CC)CC)C.[CH3:28][S:29](Cl)(=[O:31])=[O:30], predict the reaction product. The product is: [C:1]([CH2:3][CH:4]([O:20][S:29]([CH3:28])(=[O:31])=[O:30])[CH2:5][N:6]1[CH2:12][CH2:11][CH2:10][N:9]([C:13]([O:15][C:16]([CH3:17])([CH3:19])[CH3:18])=[O:14])[CH2:8][CH2:7]1)#[N:2].